From a dataset of Full USPTO retrosynthesis dataset with 1.9M reactions from patents (1976-2016). Predict the reactants needed to synthesize the given product. (1) Given the product [CH3:16][C:11]1[N:12]([CH2:34][C:33]2[CH:36]=[CH:37][CH:38]=[C:31]([O:30][CH3:29])[CH:32]=2)[C:13](=[O:15])[CH2:14][CH:9]([C:6]2[CH:5]=[CH:4][C:3]([C:2]([F:21])([F:1])[F:22])=[CH:8][CH:7]=2)[C:10]=1[C:17]([O:19][CH3:20])=[O:18], predict the reactants needed to synthesize it. The reactants are: [F:1][C:2]([F:22])([F:21])[C:3]1[CH:8]=[CH:7][C:6]([CH:9]2[CH2:14][C:13](=[O:15])[NH:12][C:11]([CH3:16])=[C:10]2[C:17]([O:19][CH3:20])=[O:18])=[CH:5][CH:4]=1.C(=O)([O-])[O-].[Cs+].[Cs+].[CH3:29][O:30][C:31]1[CH:32]=[C:33]([CH:36]=[CH:37][CH:38]=1)[CH2:34]Br. (2) Given the product [NH2:1][C:2]([NH:4][C:5]1[S:6][C:7]([C:14]2[CH:15]=[CH:16][C:17]([OH:20])=[CH:18][CH:19]=2)=[C:8]([CH3:13])[C:9]=1[C:10]([NH2:12])=[O:11])=[O:3], predict the reactants needed to synthesize it. The reactants are: [NH2:1][C:2]([NH:4][C:5]1[S:6][C:7]([C:14]2[CH:19]=[CH:18][C:17]([O:20]C)=[CH:16][CH:15]=2)=[C:8]([CH3:13])[C:9]=1[C:10]([NH2:12])=[O:11])=[O:3].B(Br)(Br)Br.